From a dataset of Peptide-MHC class I binding affinity with 185,985 pairs from IEDB/IMGT. Regression. Given a peptide amino acid sequence and an MHC pseudo amino acid sequence, predict their binding affinity value. This is MHC class I binding data. (1) The peptide sequence is YQYPRDTHY. The MHC is HLA-B08:02 with pseudo-sequence HLA-B08:02. The binding affinity (normalized) is 0.0847. (2) The peptide sequence is CNGTYEGL. The MHC is H-2-Kb with pseudo-sequence H-2-Kb. The binding affinity (normalized) is 0.182. (3) The peptide sequence is VPRDRNGTF. The MHC is HLA-A69:01 with pseudo-sequence HLA-A69:01. The binding affinity (normalized) is 0.0847.